Dataset: NCI-60 drug combinations with 297,098 pairs across 59 cell lines. Task: Regression. Given two drug SMILES strings and cell line genomic features, predict the synergy score measuring deviation from expected non-interaction effect. (1) Synergy scores: CSS=45.1, Synergy_ZIP=1.51, Synergy_Bliss=2.96, Synergy_Loewe=0.521, Synergy_HSA=8.16. Drug 2: CCN(CC)CCNC(=O)C1=C(NC(=C1C)C=C2C3=C(C=CC(=C3)F)NC2=O)C. Cell line: UACC62. Drug 1: C1=C(C(=O)NC(=O)N1)F. (2) Drug 1: CC1=C(C=C(C=C1)NC2=NC=CC(=N2)N(C)C3=CC4=NN(C(=C4C=C3)C)C)S(=O)(=O)N.Cl. Drug 2: CCCCCOC(=O)NC1=NC(=O)N(C=C1F)C2C(C(C(O2)C)O)O. Cell line: NCIH23. Synergy scores: CSS=-3.30, Synergy_ZIP=-0.800, Synergy_Bliss=-3.32, Synergy_Loewe=-4.23, Synergy_HSA=-4.48.